This data is from Full USPTO retrosynthesis dataset with 1.9M reactions from patents (1976-2016). The task is: Predict the reactants needed to synthesize the given product. (1) Given the product [CH2:15]([N:22]1[CH2:27][CH2:26][C:25]([OH:28])([C:2]2[C:7]([CH2:8][OH:9])=[CH:6][CH:5]=[CH:4][N:3]=2)[CH2:24][CH2:23]1)[C:16]1[CH:17]=[CH:18][CH:19]=[CH:20][CH:21]=1, predict the reactants needed to synthesize it. The reactants are: Br[C:2]1[C:7]([CH2:8][OH:9])=[CH:6][CH:5]=[CH:4][N:3]=1.CC([Mg]Cl)C.[CH2:15]([N:22]1[CH2:27][CH2:26][C:25](=[O:28])[CH2:24][CH2:23]1)[C:16]1[CH:21]=[CH:20][CH:19]=[CH:18][CH:17]=1. (2) The reactants are: [O:1]=[C:2]1[CH2:6][CH2:5][C@@H:4]([C:7]2[CH:17]=[CH:16][C:10]([O:11][CH2:12][C:13](O)=[O:14])=[CH:9][CH:8]=2)[CH2:3]1.CCN=C=NCCCN(C)C.Cl.[CH3:30][S:31]([NH2:34])(=[O:33])=[O:32]. Given the product [CH3:30][S:31]([NH:34][C:13](=[O:14])[CH2:12][O:11][C:10]1[CH:16]=[CH:17][C:7]([C@@H:4]2[CH2:5][CH2:6][C:2](=[O:1])[CH2:3]2)=[CH:8][CH:9]=1)(=[O:33])=[O:32], predict the reactants needed to synthesize it. (3) Given the product [C:23]([N:1]1[CH:2]([C:7]([OH:9])=[O:8])[CH2:3][C:4](=[O:6])[NH:5][CH:10]1[CH2:11][CH2:12][CH2:13][CH2:14][CH2:15][CH2:16][CH2:17][CH2:18][CH2:19][CH2:20][CH3:21])(=[O:29])[CH2:24][CH2:25][CH2:26][CH2:27][CH3:28], predict the reactants needed to synthesize it. The reactants are: [NH2:1][C@H:2]([C:7]([OH:9])=[O:8])[CH2:3][C:4](=[O:6])[NH2:5].[CH:10](=O)[CH2:11][CH2:12][CH2:13][CH2:14][CH2:15][CH2:16][CH2:17][CH2:18][CH2:19][CH2:20][CH3:21].[C:23](Cl)(=[O:29])[CH2:24][CH2:25][CH2:26][CH2:27][CH3:28]. (4) The reactants are: [NH:1]1[C:5]2[CH2:6][NH:7][CH2:8][CH2:9][C:4]=2[CH:3]=[C:2]1[C:10]([O:12][CH2:13][CH3:14])=[O:11].C(N(CC)CC)C.[CH3:22][C:23]([O:26][C:27](O[C:27]([O:26][C:23]([CH3:25])([CH3:24])[CH3:22])=[O:28])=[O:28])([CH3:25])[CH3:24]. Given the product [NH:1]1[C:5]2[CH2:6][N:7]([C:27]([O:26][C:23]([CH3:25])([CH3:24])[CH3:22])=[O:28])[CH2:8][CH2:9][C:4]=2[CH:3]=[C:2]1[C:10]([O:12][CH2:13][CH3:14])=[O:11], predict the reactants needed to synthesize it. (5) Given the product [CH2:1]([O:8][C@H:9]1[C@H:14]([O:15][CH2:16][C:17]2[CH:22]=[CH:21][CH:20]=[CH:19][CH:18]=2)[C@@H:13]([O:23][CH2:24][C:25]2[CH:30]=[CH:29][CH:28]=[CH:27][CH:26]=2)[C@:12]2([C:33]3[CH:38]=[CH:37][C:36]([Cl:39])=[C:35]([CH2:40][C:41]4[CH:42]=[CH:43][C:44]([O:47][C:48]([F:50])([F:51])[F:49])=[CH:45][CH:46]=4)[CH:34]=3)[O:11][C@@:10]1([CH2:52][OH:53])[CH2:54][O:31]2)[C:2]1[CH:7]=[CH:6][CH:5]=[CH:4][CH:3]=1, predict the reactants needed to synthesize it. The reactants are: [CH2:1]([O:8][C@H:9]1[C@H:14]([O:15][CH2:16][C:17]2[CH:22]=[CH:21][CH:20]=[CH:19][CH:18]=2)[C@@H:13]([O:23][CH2:24][C:25]2[CH:30]=[CH:29][CH:28]=[CH:27][CH:26]=2)[C@@:12]([C:33]2[CH:38]=[CH:37][C:36]([Cl:39])=[C:35]([CH2:40][C:41]3[CH:46]=[CH:45][C:44]([O:47][C:48]([F:51])([F:50])[F:49])=[CH:43][CH:42]=3)[CH:34]=2)([O:31]C)[O:11][C:10]1([CH2:54]O)[CH2:52][OH:53])[C:2]1[CH:7]=[CH:6][CH:5]=[CH:4][CH:3]=1.FC(F)(F)C(O)=O. (6) Given the product [NH2:11][C:12]1([PH:20]([NH:22][C:23](=[O:29])[CH2:24][C:25]([CH3:27])([CH3:26])[CH3:28])=[O:21])[CH2:17][CH2:16][CH2:15][N:14]([NH2:18])[C:13]1=[O:19], predict the reactants needed to synthesize it. The reactants are: C(OC([NH:11][C:12]1([PH:20]([NH:22][C:23](=[O:29])[CH2:24][C:25]([CH3:28])([CH3:27])[CH3:26])=[O:21])[CH2:17][CH2:16][CH2:15][N:14]([NH2:18])[C:13]1=[O:19])=O)C1C=CC=CC=1. (7) Given the product [C:1]1([C:22]2[CH:27]=[CH:26][CH:25]=[CH:24][CH:23]=2)[CH:2]=[CH:3][C:4]([CH2:7][N:8]2[C:17]3[CH:16]=[CH:15][CH:14]=[CH:13][C:12]=3[C:11]3=[N:18][N:19]([CH2:30][C:31]4[CH:36]=[CH:35][CH:34]=[CH:33][CH:32]=4)[C:20](=[O:21])[C:10]3=[CH:9]2)=[CH:5][CH:6]=1, predict the reactants needed to synthesize it. The reactants are: [C:1]1([C:22]2[CH:27]=[CH:26][CH:25]=[CH:24][CH:23]=2)[CH:6]=[CH:5][C:4]([CH2:7][N:8]2[C:17]3[CH:16]=[CH:15][CH:14]=[CH:13][C:12]=3[C:11]3=[N:18][NH:19][C:20](=[O:21])[C:10]3=[CH:9]2)=[CH:3][CH:2]=1.[H-].[Na+].[CH2:30](Br)[C:31]1[CH:36]=[CH:35][CH:34]=[CH:33][CH:32]=1.O. (8) Given the product [N+:18]([C:21]1[CH:22]=[CH:23][C:24]([NH:27][C:28](=[O:29])[O:17][C:13]2[CH:12]=[C:11]3[C:16](=[CH:15][CH:14]=2)[N:8]([CH2:1][C:2]2[CH:3]=[CH:4][CH:5]=[CH:6][CH:7]=2)[CH2:9][CH2:10]3)=[CH:25][CH:26]=1)([O-:20])=[O:19], predict the reactants needed to synthesize it. The reactants are: [CH2:1]([N:8]1[C:16]2[C:11](=[CH:12][C:13]([OH:17])=[CH:14][CH:15]=2)[CH2:10][CH2:9]1)[C:2]1[CH:7]=[CH:6][CH:5]=[CH:4][CH:3]=1.[N+:18]([C:21]1[CH:26]=[CH:25][C:24]([N:27]=[C:28]=[O:29])=[CH:23][CH:22]=1)([O-:20])=[O:19]. (9) Given the product [C:31]([C:33]1[CH:34]=[C:35]([S:39]([NH:23][CH2:22][C:16]2([C:13]3[CH:14]=[CH:15][C:10]([O:9][CH2:8][CH2:7][CH2:6][N:1]4[CH2:5][CH2:4][CH2:3][CH2:2]4)=[CH:11][CH:12]=3)[CH2:17][CH2:18][O:19][CH2:20][CH2:21]2)(=[O:41])=[O:40])[CH:36]=[CH:37][CH:38]=1)#[N:32], predict the reactants needed to synthesize it. The reactants are: [N:1]1([CH2:6][CH2:7][CH2:8][O:9][C:10]2[CH:15]=[CH:14][C:13]([C:16]3([CH2:22][NH2:23])[CH2:21][CH2:20][O:19][CH2:18][CH2:17]3)=[CH:12][CH:11]=2)[CH2:5][CH2:4][CH2:3][CH2:2]1.C(N(CC)CC)C.[C:31]([C:33]1[CH:34]=[C:35]([S:39](Cl)(=[O:41])=[O:40])[CH:36]=[CH:37][CH:38]=1)#[N:32]. (10) Given the product [F:1][C:2]1[CH:7]=[CH:6][C:5]([O:8][C:9](=[O:32])[N:10]([C@H:12]2[C@H:16]([C:17]3[CH:22]=[CH:21][C:20]([Cl:23])=[CH:19][CH:18]=3)[CH2:15][N:14]([C:24]([CH:26]3[CH2:31][CH2:30][N:29]([C:34]4[N:39]=[N:38][C:37]([C:40]#[N:41])=[CH:36][CH:35]=4)[CH2:28][CH2:27]3)=[O:25])[CH2:13]2)[CH3:11])=[CH:4][CH:3]=1, predict the reactants needed to synthesize it. The reactants are: [F:1][C:2]1[CH:7]=[CH:6][C:5]([O:8][C:9](=[O:32])[N:10]([C@H:12]2[C@H:16]([C:17]3[CH:22]=[CH:21][C:20]([Cl:23])=[CH:19][CH:18]=3)[CH2:15][N:14]([C:24]([CH:26]3[CH2:31][CH2:30][NH:29][CH2:28][CH2:27]3)=[O:25])[CH2:13]2)[CH3:11])=[CH:4][CH:3]=1.Cl[C:34]1[N:39]=[N:38][C:37]([C:40]#[N:41])=[CH:36][CH:35]=1.C(N(CC)C(C)C)(C)C.